Predict the product of the given reaction. From a dataset of Forward reaction prediction with 1.9M reactions from USPTO patents (1976-2016). (1) Given the reactants O[Li:2].O.[NH2:4][C:5]1[N:14]=[C:13]([Cl:15])[CH:12]=[CH:11][C:6]=1[C:7]([O:9]C)=[O:8], predict the reaction product. The product is: [NH2:4][C:5]1[N:14]=[C:13]([Cl:15])[CH:12]=[CH:11][C:6]=1[C:7]([O-:9])=[O:8].[Li+:2]. (2) The product is: [CH2:53]([NH:60][C:47](=[O:49])[C:46]1[CH:50]=[CH:51][CH:52]=[C:44]([C:40]2[C:39]([C:36]3[CH:35]=[CH:34][N:33]=[CH:38][CH:37]=3)=[CH:43][NH:42][N:41]=2)[CH:45]=1)[C:54]1[CH:59]=[CH:58][CH:57]=[CH:56][CH:55]=1. Given the reactants Cl.C(N=C=NCCCN(C)C)C.ON1C2C=CC=CC=2N=N1.CCN(C(C)C)C(C)C.Cl.[N:33]1[CH:38]=[CH:37][C:36]([C:39]2[C:40]([C:44]3[CH:45]=[C:46]([CH:50]=[CH:51][CH:52]=3)[C:47]([OH:49])=O)=[N:41][NH:42][CH:43]=2)=[CH:35][CH:34]=1.[CH2:53]([NH2:60])[C:54]1[CH:59]=[CH:58][CH:57]=[CH:56][CH:55]=1, predict the reaction product. (3) Given the reactants C(NC1C=CC(C2C=C3C(CN([C@@H](C(C)C)C(O)=O)C3=O)=CC=2)=CC=1)(=O)C1C=CC=CC=1.[CH3:33][CH:34]([CH3:70])[C@H:35]([N:40]1[CH2:48][C:47]2[C:42](=[CH:43][C:44]([C:49]3[CH:54]=[CH:53][C:52]([NH:55][C:56](=[O:68])[C:57]4[CH:62]=[CH:61][C:60]([CH2:63][CH2:64][CH2:65][CH2:66][CH3:67])=[CH:59][CH:58]=4)=[CH:51][CH:50]=3)=[CH:45][CH:46]=2)[C:41]1=[O:69])[C:36]([O:38]C)=[O:37], predict the reaction product. The product is: [CH3:70][CH:34]([CH3:33])[C@H:35]([N:40]1[CH2:48][C:47]2[C:42](=[CH:43][C:44]([C:49]3[CH:54]=[CH:53][C:52]([NH:55][C:56](=[O:68])[C:57]4[CH:58]=[CH:59][C:60]([CH2:63][CH2:64][CH2:65][CH2:66][CH3:67])=[CH:61][CH:62]=4)=[CH:51][CH:50]=3)=[CH:45][CH:46]=2)[C:41]1=[O:69])[C:36]([OH:38])=[O:37].